This data is from Reaction yield outcomes from USPTO patents with 853,638 reactions. The task is: Predict the reaction yield, written as a fraction of the theoretical maximum amount of product (1.0 means a 100% yield; for example, 0.34 means a 34% yield). (1) The reactants are N[C:2]1[CH:14]=[CH:13][C:5]([O:6][C:7]2[CH:12]=[CH:11][N:10]=[CH:9][CH:8]=2)=[CH:4][CH:3]=1.[F:15][C:16]1[CH:21]=[CH:20][C:19]([NH:22][C:23](=[O:28])[CH2:24][C:25]([OH:27])=O)=[CH:18][CH:17]=1.CC[N:31](C(C)C)C(C)C.CN(C(ON1N=NC2C=CC=CC1=2)=[N+](C)C)C.[B-](F)(F)(F)F. The catalyst is CN(C=O)C. The product is [F:15][C:16]1[CH:17]=[CH:18][C:19]([N:22]([C:2]2[CH:3]=[CH:4][C:5]([O:6][C:7]3[CH:12]=[CH:11][N:10]=[CH:9][CH:8]=3)=[CH:13][CH:14]=2)[C:23](=[O:28])[CH2:24][C:25]([NH2:31])=[O:27])=[CH:20][CH:21]=1. The yield is 0.760. (2) The reactants are [Cl:1][C:2]1[CH:6]=[N:5][N:4]([CH:7]([CH3:9])[CH3:8])[C:3]=1[C:10]1[CH:11]=[C:12]([NH2:18])[CH:13]=[CH:14][C:15]=1[O:16][CH3:17].[F:19][C:20]1[CH:21]=[C:22]([N:27]=[C:28]=[O:29])[CH:23]=[CH:24][C:25]=1[F:26]. The catalyst is C(Cl)Cl. The product is [Cl:1][C:2]1[CH:6]=[N:5][N:4]([CH:7]([CH3:9])[CH3:8])[C:3]=1[C:10]1[CH:11]=[C:12]([NH:18][C:28]([NH:27][C:22]2[CH:23]=[CH:24][C:25]([F:26])=[C:20]([F:19])[CH:21]=2)=[O:29])[CH:13]=[CH:14][C:15]=1[O:16][CH3:17]. The yield is 0.350.